From a dataset of Reaction yield outcomes from USPTO patents with 853,638 reactions. Predict the reaction yield, written as a fraction of the theoretical maximum amount of product (1.0 means a 100% yield; for example, 0.34 means a 34% yield). The reactants are Cl[C:2]1[CH:7]=[CH:6][N:5]=[C:4]2[CH:8]=[C:9]([C:11]([N:13]3[CH2:17][CH2:16][CH2:15][CH2:14]3)=[O:12])[S:10][C:3]=12.FC1C=C([N+]([O-])=O)C=CC=1OC1C=CN=C2C=C(C(N(C)C)=O)SC=12.[Cl:43][C:44]1[CH:49]=[C:48]([N+:50]([O-:52])=[O:51])[CH:47]=[C:46]([Cl:53])[C:45]=1[OH:54]. No catalyst specified. The product is [Cl:43][C:44]1[CH:49]=[C:48]([N+:50]([O-:52])=[O:51])[CH:47]=[C:46]([Cl:53])[C:45]=1[O:54][C:2]1[CH:7]=[CH:6][N:5]=[C:4]2[CH:8]=[C:9]([C:11]([N:13]3[CH2:17][CH2:16][CH2:15][CH2:14]3)=[O:12])[S:10][C:3]=12. The yield is 0.690.